Predict which catalyst facilitates the given reaction. From a dataset of Catalyst prediction with 721,799 reactions and 888 catalyst types from USPTO. (1) Reactant: [PH2](O)=O.C(N1CCCCC1)C.[CH2:12]=[CH:13][S:14]([O:17][C:18]1[C:23]([F:24])=[C:22]([F:25])[C:21]([F:26])=[C:20]([F:27])[C:19]=1[F:28])(=[O:16])=[O:15].I[CH2:30][C@@H:31]1[CH2:35][CH2:34][CH2:33][N:32]1[C:36]([O:38][C:39]([CH3:42])([CH3:41])[CH3:40])=[O:37].C(B(CC)CC)C. Product: [F:24][C:23]1[C:22]([F:25])=[C:21]([F:26])[C:20]([F:27])=[C:19]([F:28])[C:18]=1[O:17][S:14]([CH2:13][CH2:12][CH2:30][C@@H:31]1[CH2:35][CH2:34][CH2:33][N:32]1[C:36]([O:38][C:39]([CH3:40])([CH3:42])[CH3:41])=[O:37])(=[O:16])=[O:15]. The catalyst class is: 2. (2) The catalyst class is: 8. Reactant: Br[CH2:2][C:3]1[C:7]2([CH2:12][CH2:11][CH2:10][CH2:9][CH2:8]2)[NH:6][C:5](=[O:13])[C:4]=1[C:14]1[CH:19]=[CH:18][C:17]([O:20][CH3:21])=[CH:16][CH:15]=1.[CH2:22]([NH2:24])[CH3:23]. Product: [CH2:22]([NH:24][CH2:2][C:3]1[C:7]2([CH2:12][CH2:11][CH2:10][CH2:9][CH2:8]2)[NH:6][C:5](=[O:13])[C:4]=1[C:14]1[CH:19]=[CH:18][C:17]([O:20][CH3:21])=[CH:16][CH:15]=1)[CH3:23]. (3) Reactant: [C:1]([O:5][C:6]([N:8]1[CH2:13][CH2:12][CH2:11][CH2:10][CH:9]1[C:14]([OH:16])=O)=[O:7])([CH3:4])([CH3:3])[CH3:2].C1(N=C=NC2CCCCC2)CCCCC1.[N:32]1[CH:37]=[CH:36][CH:35]=[CH:34][C:33]=1[SH:38]. Product: [C:1]([O:5][C:6]([N:8]1[CH2:13][CH2:12][CH2:11][CH2:10][CH:9]1[C:14]([S:38][C:33]1[CH:34]=[CH:35][CH:36]=[CH:37][N:32]=1)=[O:16])=[O:7])([CH3:2])([CH3:3])[CH3:4]. The catalyst class is: 172. (4) Reactant: Br[C:2]1[N:6]2[N:7]=[C:8]([NH:11][CH2:12][CH2:13][CH2:14][CH3:15])[CH:9]=[CH:10][C:5]2=[N:4][CH:3]=1.CC1(C)C(C)(C)OB([C:24]2[CH:25]=[C:26]3[C:30](=[CH:31][CH:32]=2)[C:29](=[O:33])[CH2:28][CH2:27]3)O1.P([O-])([O-])([O-])=O.[K+].[K+].[K+].COCCOC. Product: [CH2:12]([NH:11][C:8]1[CH:9]=[CH:10][C:5]2[N:6]([C:2]([C:24]3[CH:25]=[C:26]4[C:30](=[CH:31][CH:32]=3)[C:29](=[O:33])[CH2:28][CH2:27]4)=[CH:3][N:4]=2)[N:7]=1)[CH2:13][CH2:14][CH3:15]. The catalyst class is: 263. (5) Reactant: [OH-].[Na+].[Cl:3][C:4]1[CH:5]=[C:6]([C:14]2[O:18][N:17]=[C:16]([C:19]3[CH:27]=[CH:26][CH:25]=[C:24]4[C:20]=3[CH:21]=[N:22][N:23]4[C:28]3([CH2:32][C:33]([O:35]CC)=[O:34])[CH2:31][O:30][CH2:29]3)[N:15]=2)[CH:7]=[CH:8][C:9]=1[O:10][CH:11]([CH3:13])[CH3:12].Cl. Product: [Cl:3][C:4]1[CH:5]=[C:6]([C:14]2[O:18][N:17]=[C:16]([C:19]3[CH:27]=[CH:26][CH:25]=[C:24]4[C:20]=3[CH:21]=[N:22][N:23]4[C:28]3([CH2:32][C:33]([OH:35])=[O:34])[CH2:29][O:30][CH2:31]3)[N:15]=2)[CH:7]=[CH:8][C:9]=1[O:10][CH:11]([CH3:12])[CH3:13]. The catalyst class is: 8.